The task is: Predict the reactants needed to synthesize the given product.. This data is from Full USPTO retrosynthesis dataset with 1.9M reactions from patents (1976-2016). (1) Given the product [O:27]1[CH2:28][CH2:29][O:30][C:25]2[CH:24]=[C:23]([CH2:22][NH:20][C:21]3[N:5]4[CH:6]=[CH:7][C:2]([CH3:1])=[CH:3][C:4]4=[N:8][C:10]=3[C:11]3[CH:19]=[CH:18][C:16]([OH:17])=[C:13]([O:14][CH3:15])[CH:12]=3)[CH:32]=[CH:31][C:26]1=2, predict the reactants needed to synthesize it. The reactants are: [CH3:1][C:2]1[CH:7]=[CH:6][N:5]=[C:4]([NH2:8])[CH:3]=1.O=[CH:10][C:11]1[CH:19]=[CH:18][C:16]([OH:17])=[C:13]([O:14][CH3:15])[CH:12]=1.[N+:20]([CH2:22][C:23]1[CH:32]=[CH:31][C:26]2[O:27][CH2:28][CH2:29][O:30][C:25]=2[CH:24]=1)#[C-:21]. (2) Given the product [CH3:32][O:31][C:15]1[CH:16]=[C:17]([C:22]([CH3:30])([CH2:24][CH2:25][CH2:26][CH2:27][CH2:28][CH3:29])[CH3:23])[CH:18]=[C:19]([O:20][CH3:21])[C:14]=1[C:6]1[C@:5]2([CH2:3][OH:2])[C:11]([CH3:13])([CH3:12])[C@H:8]([CH:7]=1)[CH2:9][CH2:10]2, predict the reactants needed to synthesize it. The reactants are: C[O:2][C:3]([C@@:5]12[C:11]([CH3:13])([CH3:12])[C@@H:8]([CH2:9][CH2:10]1)[CH:7]=[C:6]2[C:14]1[C:19]([O:20][CH3:21])=[CH:18][C:17]([C:22]([CH3:30])([CH2:24][CH2:25][CH2:26][CH2:27][CH2:28][CH3:29])[CH3:23])=[CH:16][C:15]=1[O:31][CH3:32])=O.[H-].[H-].[H-].[H-].[Li+].[Al+3].[O-]S([O-])(=O)=O.[Mg+2]. (3) Given the product [I:25][C:23]1[CH:22]=[CH:21][C:19]2[NH:20][C:16]([C@@H:8]([NH2:7])[CH2:9][C:10]3[CH:15]=[CH:14][CH:13]=[CH:12][CH:11]=3)=[N:17][C:18]=2[CH:24]=1, predict the reactants needed to synthesize it. The reactants are: C(OC(=O)[NH:7][C@H:8]([C:16]1[NH:20][C:19]2[CH:21]=[CH:22][C:23]([I:25])=[CH:24][C:18]=2[N:17]=1)[CH2:9][C:10]1[CH:15]=[CH:14][CH:13]=[CH:12][CH:11]=1)(C)(C)C.FC(F)(F)C(O)=O. (4) Given the product [CH3:1][O:2][C:3]([C:5]1[C:14]([O:15][C:16]([C:18]2[CH:23]=[CH:22][CH:21]=[CH:20][CH:19]=2)=[O:17])=[C:13]2[C:8]([CH:9]=[CH:10][CH:11]=[N:12]2)=[C:7]([C:27]#[C:26][CH2:25][OH:28])[N:6]=1)=[O:4], predict the reactants needed to synthesize it. The reactants are: [CH3:1][O:2][C:3]([C:5]1[C:14]([O:15][C:16]([C:18]2[CH:23]=[CH:22][CH:21]=[CH:20][CH:19]=2)=[O:17])=[C:13]2[C:8]([CH:9]=[CH:10][CH:11]=[N:12]2)=[C:7](I)[N:6]=1)=[O:4].[CH2:25]([OH:28])[C:26]#[CH:27].CN(C=O)C. (5) Given the product [Br:19][C:10]1[N:9]=[C:8]([CH:5]2[CH2:6][CH2:7][N:2]([CH3:1])[C:3](=[O:18])[CH2:4]2)[N:12]2[CH:13]=[CH:14][N:15]=[C:16]([CH3:17])[C:11]=12, predict the reactants needed to synthesize it. The reactants are: [CH3:1][N:2]1[CH2:7][CH2:6][CH:5]([C:8]2[N:12]3[CH:13]=[CH:14][N:15]=[C:16]([CH3:17])[C:11]3=[CH:10][N:9]=2)[CH2:4][C:3]1=[O:18].[Br:19]N1C(=O)CCC1=O. (6) Given the product [NH2:45][C:34](=[O:36])[CH2:33][N:31]1[CH:32]=[C:28]([CH:27]([OH:37])[C:25]2[N:26]=[C:21]([NH:20][C:5]3[S:6][C:7]([C:9]4[CH:14]=[CH:13][C:12]([C:15]([OH:18])([CH3:17])[CH3:16])=[CH:11][C:10]=4[F:19])=[CH:8][C:4]=3[C:2]([NH2:1])=[O:3])[CH:22]=[CH:23][CH:24]=2)[N:29]=[N:30]1, predict the reactants needed to synthesize it. The reactants are: [NH2:1][C:2]([C:4]1[CH:8]=[C:7]([C:9]2[CH:14]=[CH:13][C:12]([C:15]([OH:18])([CH3:17])[CH3:16])=[CH:11][C:10]=2[F:19])[S:6][C:5]=1[NH:20][C:21]1[N:26]=[C:25]([CH:27]([OH:37])[C:28]2[N:29]=[N:30][N:31]([CH2:33][C:34]([O-:36])=O)[CH:32]=2)[CH:24]=[CH:23][CH:22]=1)=[O:3].[K+].C1C=CC2N(O)N=[N:45]C=2C=1.C(Cl)CCl.[NH4+].[Cl-].CCN(C(C)C)C(C)C. (7) Given the product [Br:21][C:18]1[CH:19]=[CH:20][C:15]([NH:14][C:6](=[O:7])[C:5]2[CH:9]=[CH:10][C:2]([Cl:1])=[C:3]([N+:11]([O-:13])=[O:12])[CH:4]=2)=[N:16][CH:17]=1, predict the reactants needed to synthesize it. The reactants are: [Cl:1][C:2]1[CH:10]=[CH:9][C:5]([C:6](Cl)=[O:7])=[CH:4][C:3]=1[N+:11]([O-:13])=[O:12].[NH2:14][C:15]1[CH:20]=[CH:19][C:18]([Br:21])=[CH:17][N:16]=1.Cl. (8) Given the product [Cl:1][C:2]1[CH:3]=[CH:4][C:5]([NH:8][C:9](=[O:18])[C:10]2[CH:15]=[CH:14][C:13]([I:16])=[CH:12][C:11]=2[NH:17][C:25](=[O:26])[C:24]2[CH:28]=[CH:29][C:21]([S:20][CH3:19])=[CH:22][C:23]=2[O:30][CH:31]2[CH2:36][CH2:35][N:34]([C:37]([O:39][C:40]([CH3:42])([CH3:41])[CH3:43])=[O:38])[CH2:33][CH2:32]2)=[N:6][CH:7]=1, predict the reactants needed to synthesize it. The reactants are: [Cl:1][C:2]1[CH:3]=[CH:4][C:5]([NH:8][C:9](=[O:18])[C:10]2[CH:15]=[CH:14][C:13]([I:16])=[CH:12][C:11]=2[NH2:17])=[N:6][CH:7]=1.[CH3:19][S:20][C:21]1[CH:29]=[CH:28][C:24]([C:25](O)=[O:26])=[C:23]([O:30][CH:31]2[CH2:36][CH2:35][N:34]([C:37]([O:39][C:40]([CH3:43])([CH3:42])[CH3:41])=[O:38])[CH2:33][CH2:32]2)[CH:22]=1. (9) Given the product [CH2:12]([N:5]([CH2:3][CH3:4])[CH:6]1[CH2:7][CH2:8][NH:9][CH2:10][CH2:11]1)[CH3:13], predict the reactants needed to synthesize it. The reactants are: Cl.Cl.[CH2:3]([N:5]([CH2:12][CH3:13])[CH:6]1[CH2:11][CH2:10][NH:9][CH2:8][CH2:7]1)[CH3:4].